Dataset: Full USPTO retrosynthesis dataset with 1.9M reactions from patents (1976-2016). Task: Predict the reactants needed to synthesize the given product. (1) Given the product [CH:31]1([C:34]([NH:25][S:22]([C:20]2[S:21][C:17]([C:12]([C:9]3[CH:10]=[CH:11][C:6]([O:5][CH2:4][C:3](=[O:28])[C:2]([CH3:1])([CH3:29])[CH3:30])=[C:7]([CH3:27])[CH:8]=3)([CH2:13][CH3:14])[CH2:15][CH3:16])=[CH:18][C:19]=2[CH3:26])(=[O:24])=[O:23])=[O:35])[CH2:33][CH2:32]1, predict the reactants needed to synthesize it. The reactants are: [CH3:1][C:2]([CH3:30])([CH3:29])[C:3](=[O:28])[CH2:4][O:5][C:6]1[CH:11]=[CH:10][C:9]([C:12]([C:17]2[S:21][C:20]([S:22]([NH2:25])(=[O:24])=[O:23])=[C:19]([CH3:26])[CH:18]=2)([CH2:15][CH3:16])[CH2:13][CH3:14])=[CH:8][C:7]=1[CH3:27].[CH:31]1([C:34](O)=[O:35])[CH2:33][CH2:32]1. (2) Given the product [NH2:42][C:39]1[N:38]=[CH:37][C:36]([C:34]2[CH:33]=[CH:32][C:26]3[N:27]([C:28]([CH3:29])([CH3:30])[CH3:31])[C:23]([C:14]4[CH:13]=[C:12]([CH:17]=[CH:16][C:15]=4[N:18]4[CH:22]=[N:21][CH:20]=[N:19]4)[C:11]([NH:3][CH3:2])=[O:10])=[N:24][C:25]=3[CH:35]=2)=[CH:41][N:40]=1, predict the reactants needed to synthesize it. The reactants are: Cl.[CH3:2][NH:3]C.C[Al](C)C.C[O:10][C:11](=O)[C:12]1[CH:17]=[CH:16][C:15]([N:18]2[CH:22]=[N:21][CH:20]=[N:19]2)=[C:14]([C:23]2[N:27]([C:28]([CH3:31])([CH3:30])[CH3:29])[C:26]3[CH:32]=[CH:33][C:34]([C:36]4[CH:37]=[N:38][C:39]([NH2:42])=[N:40][CH:41]=4)=[CH:35][C:25]=3[N:24]=2)[CH:13]=1.O. (3) The reactants are: [F:1][C:2]1[CH:7]=[CH:6][C:5]([S:8]([CH:10]([C:21]2[C:26]([F:27])=[CH:25][CH:24]=[C:23]([F:28])[C:22]=2[F:29])[C:11]2[C:12]([CH3:20])=[CH:13][C:14]([C:17]([NH2:19])=[O:18])=[N:15][CH:16]=2)=[O:9])=[CH:4][CH:3]=1.ClC1C=CC=C(C(OO)=[O:38])C=1. Given the product [F:1][C:2]1[CH:7]=[CH:6][C:5]([S:8]([CH:10]([C:21]2[C:26]([F:27])=[CH:25][CH:24]=[C:23]([F:28])[C:22]=2[F:29])[C:11]2[C:12]([CH3:20])=[CH:13][C:14]([C:17]([NH2:19])=[O:18])=[N:15][CH:16]=2)(=[O:38])=[O:9])=[CH:4][CH:3]=1, predict the reactants needed to synthesize it. (4) Given the product [NH2:17][C:16]1[O:33][C:27]2[C:28]([CH:5]([C:4]3[CH:7]=[C:8]([O:12][CH3:13])[C:9]([O:10][CH3:11])=[C:2]([Br:1])[CH:3]=3)[C:15]=1[C:14]#[N:18])=[CH:29][CH:30]=[C:31]([NH2:32])[C:26]=2[NH2:25], predict the reactants needed to synthesize it. The reactants are: [Br:1][C:2]1[CH:3]=[C:4]([CH:7]=[C:8]([O:12][CH3:13])[C:9]=1[O:10][CH3:11])[CH:5]=O.[C:14](#[N:18])[CH2:15][C:16]#[N:17].CN(C)C(C)C.[NH2:25][C:26]1[C:31]([NH2:32])=[CH:30][CH:29]=[CH:28][C:27]=1[OH:33]. (5) Given the product [CH3:34][N:10]1[CH2:11][CH2:12][C:7]([CH2:13][O:14][CH:15]([C:17]2[CH:18]=[C:19]([C:28]([F:29])([F:30])[F:31])[CH:20]=[C:21]3[C:25]=2[NH:24][N:23]=[C:22]3[C:26]#[N:27])[CH3:16])([C:1]2[CH:2]=[CH:3][CH:4]=[CH:5][CH:6]=2)[CH2:8][CH2:9]1, predict the reactants needed to synthesize it. The reactants are: [C:1]1([C:7]2([CH2:13][O:14][CH:15]([C:17]3[CH:18]=[C:19]([C:28]([F:31])([F:30])[F:29])[CH:20]=[C:21]4[C:25]=3[NH:24][N:23]=[C:22]4[C:26]#[N:27])[CH3:16])[CH2:12][CH2:11][NH:10][CH2:9][CH2:8]2)[CH:6]=[CH:5][CH:4]=[CH:3][CH:2]=1.C=O.[C:34]([BH3-])#N.[Na+]. (6) The reactants are: [OH:1][C:2]1[CH:12]=[CH:11][C:5]([C:6]([O:8]CC)=[O:7])=[CH:4][CH:3]=1.Br[CH2:14][CH2:15][CH2:16][CH2:17][CH2:18][CH2:19][OH:20].C(=O)([O-])[O-].[K+].[K+].CN(C)C(=O)C. Given the product [OH:20][CH2:19][CH2:18][CH2:17][CH2:16][CH2:15][CH2:14][O:1][C:2]1[CH:3]=[CH:4][C:5]([C:6]([OH:8])=[O:7])=[CH:11][CH:12]=1, predict the reactants needed to synthesize it.